This data is from Forward reaction prediction with 1.9M reactions from USPTO patents (1976-2016). The task is: Predict the product of the given reaction. (1) Given the reactants [OH:1][C:2]1[CH:11]=[C:10]2[C:5]([CH2:6][CH2:7][CH2:8][C:9]2=[O:12])=[CH:4][CH:3]=1.Br[CH2:14][CH2:15][CH2:16][O:17][CH3:18].[I-].[K+].C(=O)([O-])[O-].[K+].[K+], predict the reaction product. The product is: [CH3:18][O:17][CH2:16][CH2:15][CH2:14][O:1][C:2]1[CH:11]=[C:10]2[C:5]([CH2:6][CH2:7][CH2:8][C:9]2=[O:12])=[CH:4][CH:3]=1. (2) Given the reactants CC1(C)C(C)(C)OB([C:9]2[CH:10]=[C:11]3[C:15](=[CH:16][CH:17]=2)[CH2:14][C@@H:13]([NH:18][S:19]([CH:22]([CH3:24])[CH3:23])(=[O:21])=[O:20])[CH2:12]3)O1.CC(C)=[O:28], predict the reaction product. The product is: [OH:28][C:9]1[CH:10]=[C:11]2[C:15](=[CH:16][CH:17]=1)[CH2:14][C@@H:13]([NH:18][S:19]([CH:22]([CH3:24])[CH3:23])(=[O:21])=[O:20])[CH2:12]2. (3) The product is: [CH3:1][C:2]1[N:3]=[C:4]([C:8]2[N:9]([C:17]3[CH:22]=[CH:21][C:20]([S:23]([NH2:45])(=[O:25])=[O:24])=[CH:19][CH:18]=3)[CH:10]=[C:11]([C:13]([F:16])([F:15])[F:14])[N:12]=2)[CH:5]=[CH:6][CH:7]=1. Given the reactants [CH3:1][C:2]1[CH:7]=[CH:6][CH:5]=[C:4]([C:8]2[N:9]([C:17]3[CH:22]=[CH:21][C:20]([S:23](C)(=[O:25])=[O:24])=[CH:19][CH:18]=3)[CH:10]=[C:11]([C:13]([F:16])([F:15])[F:14])[N:12]=2)[N:3]=1.C([Mg]Cl)CCC.C(B(CC)CC)C.C([O-])(=O)C.[Na+].[NH2:45]OS(O)(=O)=O, predict the reaction product. (4) Given the reactants N.[H][H].C(N)CCC.C(NCCCC)CCC.[CH2:18]([N:22]([CH2:27][CH2:28][CH2:29][CH3:30])[CH2:23][CH2:24][CH2:25][CH3:26])[CH2:19][CH2:20][CH3:21], predict the reaction product. The product is: [CH2:23]([N:22]([CH2:27][CH2:28][CH2:29][CH3:30])[CH:18]=[CH:19][CH2:20][CH3:21])[CH2:24][CH2:25][CH3:26].